Dataset: Reaction yield outcomes from USPTO patents with 853,638 reactions. Task: Predict the reaction yield, written as a fraction of the theoretical maximum amount of product (1.0 means a 100% yield; for example, 0.34 means a 34% yield). (1) The reactants are [Cl:1][C:2]1[CH:15]=[CH:14][C:5]([O:6][C:7]2[CH:8]=[CH:9][C:10](I)=[N:11][CH:12]=2)=[CH:4][C:3]=1[C:16]([F:19])([F:18])[F:17].[C:20]([O:28][CH2:29][CH3:30])(=[O:27])[CH2:21][C:22]([O:24][CH2:25][CH3:26])=[O:23].N1C=CC=CC=1C(O)=O.C([O-])([O-])=O.[Cs+].[Cs+]. The catalyst is O1CCOCC1.[Cu]I. The product is [Cl:1][C:2]1[CH:15]=[CH:14][C:5]([O:6][C:7]2[CH:8]=[CH:9][C:10]([CH:21]([C:22]([O:24][CH2:25][CH3:26])=[O:23])[C:20]([O:28][CH2:29][CH3:30])=[O:27])=[N:11][CH:12]=2)=[CH:4][C:3]=1[C:16]([F:19])([F:18])[F:17]. The yield is 0.770. (2) The reactants are [CH2:1]([O:3][C:4]1[NH:9][C:8](=[O:10])[CH:7]=[C:6]([CH3:11])[N:5]=1)[CH3:2].Br[CH2:13][C:14]1[CH:19]=[CH:18][C:17]([C:20]2[C:21]([C:26]#[N:27])=[CH:22][CH:23]=[CH:24][CH:25]=2)=[CH:16][CH:15]=1.C(=O)([O-])[O-].[K+].[K+]. The catalyst is C(#N)C. The product is [CH2:1]([O:3][C:4]1[N:9]([CH2:13][C:14]2[CH:15]=[CH:16][C:17]([C:20]3[C:21]([C:26]#[N:27])=[CH:22][CH:23]=[CH:24][CH:25]=3)=[CH:18][CH:19]=2)[C:8](=[O:10])[CH:7]=[C:6]([CH3:11])[N:5]=1)[CH3:2]. The yield is 0.560. (3) The reactants are [CH3:1][O:2][C:3]1[CH:4]=[C:5]([CH:9]2[CH2:11][O:10]2)[CH:6]=[CH:7][CH:8]=1.[OH:12][C:13]1[CH:20]=[CH:19][C:16]([CH:17]=[O:18])=[CH:15][CH:14]=1.[OH-].[Na+]. The catalyst is C1(C)C=CC=CC=1. The product is [OH:10][CH:9]([C:5]1[CH:6]=[CH:7][CH:8]=[C:3]([O:2][CH3:1])[CH:4]=1)[CH2:11][O:12][C:13]1[CH:20]=[CH:19][C:16]([CH:17]=[O:18])=[CH:15][CH:14]=1. The yield is 0.180.